Regression. Given a peptide amino acid sequence and an MHC pseudo amino acid sequence, predict their binding affinity value. This is MHC class I binding data. From a dataset of Peptide-MHC class I binding affinity with 185,985 pairs from IEDB/IMGT. (1) The peptide sequence is RADSMMLGY. The binding affinity (normalized) is 0.506. The MHC is HLA-B58:01 with pseudo-sequence HLA-B58:01. (2) The peptide sequence is MCNAVDEFLL. The MHC is H-2-Kd with pseudo-sequence H-2-Kd. The binding affinity (normalized) is 0.704. (3) The peptide sequence is LPFYSNVTGF. The MHC is HLA-B54:01 with pseudo-sequence HLA-B54:01. The binding affinity (normalized) is 0.549. (4) The peptide sequence is FSTLDKITD. The MHC is HLA-A02:01 with pseudo-sequence HLA-A02:01. The binding affinity (normalized) is 0.